Predict which catalyst facilitates the given reaction. From a dataset of Catalyst prediction with 721,799 reactions and 888 catalyst types from USPTO. (1) Reactant: [CH:1]([C:4]1[C:10]2=[C:11]3[C:15](=[CH:16][CH:17]=[C:9]2[O:8][CH2:7][CH2:6][N:5]=1)[N:14]([S:18]([C:21]1[CH:26]=[CH:25][CH:24]=[CH:23][CH:22]=1)(=[O:20])=[O:19])[CH:13]=[CH:12]3)([CH3:3])[CH3:2].[BH3-]C#N.[Na+]. Product: [CH:1]([CH:4]1[C:10]2=[C:11]3[C:15](=[CH:16][CH:17]=[C:9]2[O:8][CH2:7][CH2:6][NH:5]1)[N:14]([S:18]([C:21]1[CH:26]=[CH:25][CH:24]=[CH:23][CH:22]=1)(=[O:20])=[O:19])[CH:13]=[CH:12]3)([CH3:3])[CH3:2]. The catalyst class is: 14. (2) Reactant: [Br:1][CH2:2][C:3](Br)=[O:4].[Cl-].[Al+3].[Cl-].[Cl-].[Cl:10][C:11]1[C:19]2[CH:18]=[CH:17][S:16][C:15]=2[CH:14]=[CH:13][CH:12]=1. Product: [Br:1][CH2:2][C:3]([C:17]1[S:16][C:15]2[CH:14]=[CH:13][CH:12]=[C:11]([Cl:10])[C:19]=2[CH:18]=1)=[O:4]. The catalyst class is: 4.